Dataset: Reaction yield outcomes from USPTO patents with 853,638 reactions. Task: Predict the reaction yield, written as a fraction of the theoretical maximum amount of product (1.0 means a 100% yield; for example, 0.34 means a 34% yield). (1) The reactants are [I:1][C:2]1[CH:3]=[C:4](/[CH:11]=[CH:12]\[C:13]2[CH:18]=[CH:17][C:16]([O:19][CH3:20])=[C:15](O)[CH:14]=2)[CH:5]=[C:6]([I:10])[C:7]=1[O:8][CH3:9].[C:22](OC(=O)C)(=[O:24])[CH3:23]. The catalyst is N1C=CC=CC=1. The product is [I:1][C:2]1[CH:3]=[C:4](/[CH:11]=[CH:12]\[C:13]2[CH:18]=[CH:17][C:16]([O:19][CH3:20])=[C:15]([C:22](=[O:24])[CH3:23])[CH:14]=2)[CH:5]=[C:6]([I:10])[C:7]=1[O:8][CH3:9]. The yield is 0.410. (2) The reactants are Br[C:2]1[CH:3]=[C:4]([N:8]2[CH2:13][CH2:12][O:11][CH2:10][CH2:9]2)[CH:5]=[N:6][CH:7]=1.C[CH2:15][O:16]CC.C([Li])CCC.CN(C=O)C. The catalyst is CCCCCC. The product is [N:8]1([C:4]2[CH:5]=[N:6][CH:7]=[C:2]([CH:3]=2)[CH:15]=[O:16])[CH2:13][CH2:12][O:11][CH2:10][CH2:9]1. The yield is 0.900. (3) The reactants are [CH3:1][N:2]([CH3:45])[C:3]([C:5]1[CH:10]=[C:9]([C:11]2[CH:12]=[C:13]3[C:19]([C:20]4[CH:25]=[CH:24][CH:23]=[CH:22][C:21]=4[O:26][CH3:27])=[N:18][N:17](COCC[Si](C)(C)C)[C:14]3=[N:15][CH:16]=2)[CH:8]=[CH:7][C:6]=1[NH:36][C:37]([C:39]1[N:40]=[CH:41][N:42]([CH3:44])[CH:43]=1)=[O:38])=[O:4].Cl(O)(=O)(=O)=O.C(=O)(O)[O-].[Na+]. The catalyst is O1CCCC1.C(O)(=O)C. The product is [CH3:45][N:2]([CH3:1])[C:3]([C:5]1[CH:10]=[C:9]([C:11]2[CH:12]=[C:13]3[C:19]([C:20]4[CH:25]=[CH:24][CH:23]=[CH:22][C:21]=4[O:26][CH3:27])=[N:18][NH:17][C:14]3=[N:15][CH:16]=2)[CH:8]=[CH:7][C:6]=1[NH:36][C:37]([C:39]1[N:40]=[CH:41][N:42]([CH3:44])[CH:43]=1)=[O:38])=[O:4]. The yield is 0.279. (4) The reactants are [Cl:1][C:2]1[N:3]=[C:4](Cl)[C:5]2[CH2:10][CH2:9][CH:8]([C:11]3[CH:16]=[CH:15][C:14]([F:17])=[CH:13][CH:12]=3)[C:6]=2[N:7]=1.[CH3:19][CH:20]1[CH2:24][CH2:23][CH2:22][NH:21]1. The catalyst is CO. The product is [Cl:1][C:2]1[N:3]=[C:4]([N:21]2[CH2:22][CH2:23][CH2:24][CH:20]2[CH3:19])[C:5]2[CH2:10][CH2:9][CH:8]([C:11]3[CH:16]=[CH:15][C:14]([F:17])=[CH:13][CH:12]=3)[C:6]=2[N:7]=1. The yield is 0.339. (5) The yield is 0.810. The product is [C:19]([NH:1][C:2]1[CH:6]=[CH:5][NH:4][C:3]=1[C:7]([O:9][CH2:10][CH3:11])=[O:8])(=[O:21])[CH3:20]. The reactants are [NH2:1][C:2]1[CH:6]=[CH:5][NH:4][C:3]=1[C:7]([O:9][CH2:10][CH3:11])=[O:8].C(N(CC)CC)C.[C:19](Cl)(=[O:21])[CH3:20]. The catalyst is ClCCl.